From a dataset of Catalyst prediction with 721,799 reactions and 888 catalyst types from USPTO. Predict which catalyst facilitates the given reaction. Reactant: [C:1]([C:3]1[CH:4]=[C:5]([CH:9]=[CH:10][CH:11]=1)[C:6](O)=[O:7])#[N:2].C(N(CC)CC)C.ClC(OCC)=O.O.[NH2:26][NH2:27]. Product: [C:1]([C:3]1[CH:4]=[C:5]([CH:9]=[CH:10][CH:11]=1)[C:6]([NH:26][NH2:27])=[O:7])#[N:2]. The catalyst class is: 7.